Predict which catalyst facilitates the given reaction. From a dataset of Catalyst prediction with 721,799 reactions and 888 catalyst types from USPTO. (1) Reactant: [CH3:1][O:2][C:3]1[CH:4]=[C:5]([NH2:22])[C:6]([NH:9][CH2:10][C:11]2[CH:21]=[CH:20][C:14]3[N:15]=[C:16]([S:18][CH3:19])[O:17][C:13]=3[CH:12]=2)=[CH:7][CH:8]=1.[CH2:23](OC(OCC)OCC)C. Product: [CH3:1][O:2][C:3]1[CH:8]=[CH:7][C:6]2[N:9]([CH2:10][C:11]3[CH:21]=[CH:20][C:14]4[N:15]=[C:16]([S:18][CH3:19])[O:17][C:13]=4[CH:12]=3)[CH:23]=[N:22][C:5]=2[CH:4]=1. The catalyst class is: 106. (2) Reactant: [Cl:1][C:2]1[CH:3]=[C:4]([NH:9][C:10]2[C:19]3[C:14](=[CH:15][C:16]([O:40][CH3:41])=[C:17]([O:20][CH2:21][CH2:22][CH2:23][N:24]4[CH2:29][CH2:28][CH:27]5[CH2:30][CH2:31][N:32](C(OC(C)(C)C)=O)[CH:26]5[CH2:25]4)[CH:18]=3)[N:13]=[CH:12][N:11]=2)[CH:5]=[CH:6][C:7]=1[F:8].C(Cl)Cl.CO.Cl. Product: [Cl:1][C:2]1[CH:3]=[C:4]([NH:9][C:10]2[C:19]3[C:14](=[CH:15][C:16]([O:40][CH3:41])=[C:17]([O:20][CH2:21][CH2:22][CH2:23][N:24]4[CH2:29][CH2:28][CH:27]5[CH2:30][CH2:31][NH:32][CH:26]5[CH2:25]4)[CH:18]=3)[N:13]=[CH:12][N:11]=2)[CH:5]=[CH:6][C:7]=1[F:8]. The catalyst class is: 25.